This data is from Full USPTO retrosynthesis dataset with 1.9M reactions from patents (1976-2016). The task is: Predict the reactants needed to synthesize the given product. (1) Given the product [CH2:1]([N:5]1[C:9]([C:10]2[CH:15]=[CH:14][C:13]([Cl:16])=[CH:12][C:11]=2[O:17][CH2:18][O:19][CH3:20])=[C:8]([CH2:21][OH:22])[CH:7]=[N:6]1)[CH2:2][CH2:3][CH3:4], predict the reactants needed to synthesize it. The reactants are: [CH2:1]([N:5]1[C:9]([C:10]2[CH:15]=[CH:14][C:13]([Cl:16])=[CH:12][C:11]=2[O:17][CH2:18][O:19][CH3:20])=[C:8]([C:21](OC)=[O:22])[CH:7]=[N:6]1)[CH2:2][CH2:3][CH3:4].CC(C[Al]CC(C)C)C. (2) The reactants are: [OH-].[Na+].[C:3]([O:7][C:8]([N:10]([CH3:52])[S:11]([N:14]1[CH2:19][CH2:18][N:17]([CH2:20][CH2:21][CH2:22][CH:23]2[CH2:30][N:29]3[C:31]4[CH:32]=[C:33]([C:44]([O:46]C)=[O:45])[CH:34]=[CH:35][C:36]=4[C:37]([CH:38]4[CH2:43][CH2:42][CH2:41][CH2:40][CH2:39]4)=[C:28]3[C:27]3[CH:48]=[CH:49][CH:50]=[CH:51][C:26]=3[O:25][CH2:24]2)[CH2:16][CH2:15]1)(=[O:13])=[O:12])=[O:9])([CH3:6])([CH3:5])[CH3:4]. Given the product [C:3]([O:7][C:8]([N:10]([CH3:52])[S:11]([N:14]1[CH2:19][CH2:18][N:17]([CH2:20][CH2:21][CH2:22][CH:23]2[CH2:30][N:29]3[C:31]4[CH:32]=[C:33]([C:44]([OH:46])=[O:45])[CH:34]=[CH:35][C:36]=4[C:37]([CH:38]4[CH2:43][CH2:42][CH2:41][CH2:40][CH2:39]4)=[C:28]3[C:27]3[CH:48]=[CH:49][CH:50]=[CH:51][C:26]=3[O:25][CH2:24]2)[CH2:16][CH2:15]1)(=[O:13])=[O:12])=[O:9])([CH3:6])([CH3:5])[CH3:4], predict the reactants needed to synthesize it.